Task: Predict the reactants needed to synthesize the given product.. Dataset: Full USPTO retrosynthesis dataset with 1.9M reactions from patents (1976-2016) (1) Given the product [CH2:27]([CH:11]1[C:10]2[C:5](=[CH:6][CH:7]=[C:8]([F:29])[CH:9]=2)[C:4]2[CH:3]=[C:2]([C:30]3[CH:35]=[CH:34][CH:33]=[CH:32][CH:31]=3)[CH:15]=[CH:14][C:13]=2[N:12]1[S:16]([C:19]1[CH:24]=[CH:23][C:22]([O:25][CH3:26])=[CH:21][CH:20]=1)(=[O:17])=[O:18])[CH3:28], predict the reactants needed to synthesize it. The reactants are: Br[C:2]1[CH:15]=[CH:14][C:13]2[N:12]([S:16]([C:19]3[CH:24]=[CH:23][C:22]([O:25][CH3:26])=[CH:21][CH:20]=3)(=[O:18])=[O:17])[CH:11]([CH2:27][CH3:28])[C:10]3[C:5](=[CH:6][CH:7]=[C:8]([F:29])[CH:9]=3)[C:4]=2[CH:3]=1.[C:30]1(B(O)O)[CH:35]=[CH:34][CH:33]=[CH:32][CH:31]=1.ClCCl.[OH-].[Na+]. (2) The reactants are: [CH3:1][O:2][C:3]1[CH:4]=[C:5]([C@:11]23[CH2:19][N:18]([CH3:20])[CH2:17][C@H:16]2[CH2:15][C:14](=O)[CH2:13][CH2:12]3)[CH:6]=[CH:7][C:8]=1[O:9][CH3:10].C([O-])(=O)C.[NH4+].[BH3-]C#[N:29].[Na+]. Given the product [CH3:1][O:2][C:3]1[CH:4]=[C:5]([C@:11]23[CH2:19][N:18]([CH3:20])[CH2:17][C@H:16]2[CH2:15][C@@H:14]([NH2:29])[CH2:13][CH2:12]3)[CH:6]=[CH:7][C:8]=1[O:9][CH3:10], predict the reactants needed to synthesize it.